This data is from Catalyst prediction with 721,799 reactions and 888 catalyst types from USPTO. The task is: Predict which catalyst facilitates the given reaction. Reactant: C([O:3][C:4](=[O:26])[CH2:5][C:6]1[CH:11]=[CH:10][C:9]([CH:12](C(OCC)=O)[C:13]([O:15]CC)=[O:14])=[C:8]([N+:23]([O-:25])=[O:24])[CH:7]=1)C. Product: [N+:23]([C:8]1[CH:7]=[C:6]([CH2:5][C:4]([OH:26])=[O:3])[CH:11]=[CH:10][C:9]=1[CH2:12][C:13]([OH:15])=[O:14])([O-:25])=[O:24]. The catalyst class is: 25.